Dataset: Reaction yield outcomes from USPTO patents with 853,638 reactions. Task: Predict the reaction yield, written as a fraction of the theoretical maximum amount of product (1.0 means a 100% yield; for example, 0.34 means a 34% yield). (1) The reactants are [CH2:1]([S:3][CH2:4][C:5]1[CH:6]=[C:7]([NH:11][C:12](=[O:14])[CH3:13])[CH:8]=[CH:9][CH:10]=1)[CH3:2].C1C=C(Cl)C=C(C(OO)=[O:23])C=1.[OH2:26]. The catalyst is C(Cl)Cl. The product is [CH2:1]([S:3]([CH2:4][C:5]1[CH:6]=[C:7]([NH:11][C:12](=[O:14])[CH3:13])[CH:8]=[CH:9][CH:10]=1)(=[O:23])=[O:26])[CH3:2]. The yield is 0.870. (2) The reactants are [OH:1][C@@H:2]([CH2:8]O)[CH2:3][C:4]([O:6][CH3:7])=[O:5].C1C=CC(P(C2C=CC=CC=2)C2C=CC=CC=2)=CC=1.C1C(=O)N([Cl:36])C(=O)C1. The catalyst is C(Cl)Cl. The product is [Cl:36][CH2:8][C@H:2]([OH:1])[CH2:3][C:4]([O:6][CH3:7])=[O:5]. The yield is 0.260. (3) The reactants are [OH-].[Na+].[CH2:3]([O:10][C:11]1[CH:12]=[CH:13][C:14]([C:17]2[N:21]([C:22]3[CH:23]=[N:24][C:25]([O:28][CH3:29])=[CH:26][CH:27]=3)[N:20]=[C:19]([C:30]([O:32]CC)=[O:31])[CH:18]=2)=[N:15][CH:16]=1)[C:4]1[CH:9]=[CH:8][CH:7]=[CH:6][CH:5]=1. The catalyst is CO.O1CCCC1. The product is [CH2:3]([O:10][C:11]1[CH:12]=[CH:13][C:14]([C:17]2[N:21]([C:22]3[CH:23]=[N:24][C:25]([O:28][CH3:29])=[CH:26][CH:27]=3)[N:20]=[C:19]([C:30]([OH:32])=[O:31])[CH:18]=2)=[N:15][CH:16]=1)[C:4]1[CH:5]=[CH:6][CH:7]=[CH:8][CH:9]=1. The yield is 0.910. (4) The reactants are [Cl:1][C:2]1[CH:10]=[CH:9][C:8]2[NH:7][C:6]3[CH2:11][CH2:12][N:13]([C:16]([O:18][C:19]([CH3:22])([CH3:21])[CH3:20])=[O:17])[CH2:14][CH2:15][C:5]=3[C:4]=2[C:3]=1[Cl:23].[H-].[Na+].Br[CH2:27][CH2:28][CH2:29][C:30]1[CH:35]=[CH:34][CH:33]=[CH:32][CH:31]=1. The catalyst is CN(C=O)C. The product is [Cl:1][C:2]1[CH:10]=[CH:9][C:8]2[N:7]([CH2:27][CH2:28][CH2:29][C:30]3[CH:35]=[CH:34][CH:33]=[CH:32][CH:31]=3)[C:6]3[CH2:11][CH2:12][N:13]([C:16]([O:18][C:19]([CH3:20])([CH3:22])[CH3:21])=[O:17])[CH2:14][CH2:15][C:5]=3[C:4]=2[C:3]=1[Cl:23]. The yield is 0.620. (5) The reactants are [Br:1][C:2]1[CH:7]=[CH:6][C:5]([OH:8])=[C:4]([CH:9]2[CH2:13][CH2:12][CH2:11][CH2:10]2)[CH:3]=1.C(N(CC)CC)C.Cl[C:22]([O:24][CH3:25])=[O:23]. The catalyst is CN(C1C=CN=CC=1)C.ClCCl. The product is [C:22](=[O:23])([O:24][CH3:25])[O:8][C:5]1[CH:6]=[CH:7][C:2]([Br:1])=[CH:3][C:4]=1[CH:9]1[CH2:13][CH2:12][CH2:11][CH2:10]1. The yield is 0.850. (6) The product is [CH2:1]([N:8]1[C:17]2[C:12](=[CH:13][C:14]([CH3:18])=[CH:15][CH:16]=2)[C:11]([N:23]2[CH2:28][CH2:27][NH:26][CH2:25][CH2:24]2)=[C:10]([C:20]#[N:21])[C:9]1=[O:22])[C:2]1[CH:7]=[CH:6][CH:5]=[CH:4][CH:3]=1. The reactants are [CH2:1]([N:8]1[C:17]2[C:12](=[CH:13][C:14]([CH3:18])=[CH:15][CH:16]=2)[C:11](Cl)=[C:10]([C:20]#[N:21])[C:9]1=[O:22])[C:2]1[CH:7]=[CH:6][CH:5]=[CH:4][CH:3]=1.[NH:23]1[CH2:28][CH2:27][NH:26][CH2:25][CH2:24]1. The catalyst is ClCCl. The yield is 0.960.